From a dataset of Reaction yield outcomes from USPTO patents with 853,638 reactions. Predict the reaction yield, written as a fraction of the theoretical maximum amount of product (1.0 means a 100% yield; for example, 0.34 means a 34% yield). The reactants are [OH:1][C@H:2]1[CH2:6][CH2:5][NH:4][C@H:3]1[CH3:7].CS(C)=O.C(=O)([O-])O.[Na+].Cl[C:18]([O:20][CH2:21][C:22]1[CH:27]=[CH:26][CH:25]=[CH:24][CH:23]=1)=[O:19]. The catalyst is O. The product is [OH:1][C@H:2]1[CH2:6][CH2:5][N:4]([C:18]([O:20][CH2:21][C:22]2[CH:27]=[CH:26][CH:25]=[CH:24][CH:23]=2)=[O:19])[C@H:3]1[CH3:7]. The yield is 0.840.